Dataset: Forward reaction prediction with 1.9M reactions from USPTO patents (1976-2016). Task: Predict the product of the given reaction. (1) Given the reactants [CH2:1]([O:3][C:4](=[O:25])[CH2:5][C@H:6]([C:15]1[CH:20]=[CH:19][CH:18]=[C:17]([NH:21][C:22](=[O:24])[CH3:23])[CH:16]=1)[NH:7]C(OC(C)(C)C)=O)[CH3:2].Cl, predict the reaction product. The product is: [CH2:1]([O:3][C:4](=[O:25])[CH2:5][C@H:6]([C:15]1[CH:20]=[CH:19][CH:18]=[C:17]([NH:21][C:22](=[O:24])[CH3:23])[CH:16]=1)[NH2:7])[CH3:2]. (2) Given the reactants [Br:1][CH2:2][CH2:3][CH2:4][OH:5].N1C=CC=CC=1.[C:12](Cl)(=[O:19])[C:13]1[CH:18]=[CH:17][CH:16]=[CH:15][CH:14]=1, predict the reaction product. The product is: [C:12]([O:5][CH2:4][CH2:3][CH2:2][Br:1])(=[O:19])[C:13]1[CH:18]=[CH:17][CH:16]=[CH:15][CH:14]=1.